From a dataset of Forward reaction prediction with 1.9M reactions from USPTO patents (1976-2016). Predict the product of the given reaction. (1) Given the reactants [CH3:1][C:2]1[N:7]([C:8]2[N:9]([CH3:13])[N:10]=[CH:11][CH:12]=2)[CH:6]=[C:5]([C:14]([OH:16])=[O:15])[C:4](=[O:17])[CH:3]=1.S(Cl)(Cl)=O.[CH3:22]O, predict the reaction product. The product is: [CH3:22][O:15][C:14]([C:5]1[C:4](=[O:17])[CH:3]=[C:2]([CH3:1])[N:7]([C:8]2[N:9]([CH3:13])[N:10]=[CH:11][CH:12]=2)[CH:6]=1)=[O:16]. (2) Given the reactants [Cl:1][C:2]1[N:7]=[C:6]([Cl:8])[CH:5]=[C:4](Cl)[N:3]=1.[C:10]1(B(O)O)[CH:15]=[CH:14][CH:13]=[CH:12][CH:11]=1.C(=O)([O-])[O-].[Na+].[Na+], predict the reaction product. The product is: [Cl:1][C:2]1[N:7]=[C:6]([Cl:8])[CH:5]=[C:4]([C:10]2[CH:15]=[CH:14][CH:13]=[CH:12][CH:11]=2)[N:3]=1. (3) Given the reactants [OH-].[K+].[CH:3]1[C:12]2[C:7](=[CH:8][CH:9]=[CH:10][CH:11]=2)[CH:6]=[CH:5][C:4]=1[OH:13].Br[CH2:15][CH2:16][O:17][C:18]1[CH:25]=[CH:24][C:21]([CH:22]=[O:23])=[CH:20][CH:19]=1, predict the reaction product. The product is: [CH:3]1[C:12]2[C:7](=[CH:8][CH:9]=[CH:10][CH:11]=2)[CH:6]=[CH:5][C:4]=1[O:13][CH2:15][CH2:16][O:17][C:18]1[CH:25]=[CH:24][C:21]([CH:22]=[O:23])=[CH:20][CH:19]=1.